This data is from Experimentally validated miRNA-target interactions with 360,000+ pairs, plus equal number of negative samples. The task is: Binary Classification. Given a miRNA mature sequence and a target amino acid sequence, predict their likelihood of interaction. (1) The miRNA is mmu-miR-764-5p with sequence GGUGCUCACAUGUCCUCCU. Result: 0 (no interaction). The protein sequence of the target gene is MGNGLSDQTSILSNLPSFQSFHIVILGLDCAGKTTVLYRLQFNEFVNTVPTKGFNTEKIKVTLGNSKTVTFHFWDVGGQEKLRPLWKSYTRCTDGIVFVVDSVDVERMEEAKTELHKITRISENQGVPVLIVANKQDLRNSLSLSEIEKLLAMGELSSSTPWHLQPTCAIIGDGLKEGLEKLHDMIIKRRKMLRQQKKKR. (2) The miRNA is mmu-miR-883b-5p with sequence UACUGAGAAUGGGUAGCAGUCA. The protein sequence of the target gene is MKEKSKNAAKTRREKENGEFYELAKLLPLPSAITSQLDKASIIRLTTSYLKMRAVFPEGLGDAWGQPSRAGPLDGVAKELGSHLLQTLDGFVFVVASDGKIMYISETASVHLGLSQVELTGNSIYEYIHPSDHDEMTAVLTAHQPLHHHLLQEYEIERSFFLRMKCVLAKRNAGLTCSGYKVIHCSGYLKIRQYMLDMSLYDSCYQIVGLVAVGQSLPPSAITEIKLYSNMFMFRASLDLKLIFLDSRVTEVTGYEPQDLIEKTLYHHVHGCDVFHLRYAHHLLLVKGQVTTKYYRLLSK.... Result: 0 (no interaction). (3) The protein sequence of the target gene is MLLVLLSVVLLALSSAQSTDNDVNYEDFTFTIPDVEDSSQRPDQGPQRPPPEGLLPRPPGDSGNQDDGPQQRPPKPGGHHRHPPPPPFQNQQRPPRRGHRQLSLPRFPSVSLQEASSFFQRDRPARHPQEQPLW. The miRNA is hsa-miR-8055 with sequence CUUUGAGCACAUGAGCAGACGGA. Result: 0 (no interaction). (4) The miRNA is mmu-miR-362-3p with sequence AACACACCUGUUCAAGGAUUCA. The protein sequence of the target gene is MSVAFASARPRGKGEVTQQTIQKMLDENHHLIQCILDYQSKGKTAECTQYQQILHRNLVYLATIADSNQNMQSLLPAPPTQNMNLGPGALSQSGSSQGLHPQGSLSDTVSTGLPPASLMQGQIGNGPNHVSMQQTAQSTLPTTSMSLSGSGHGTGPGYSHSGPTSQSVPMQGQGAISNYVSRTNINMQSNPVSMMHQQAATSHYNSAQGGSQHYQGQAPIAMMGQGGQGGSMMGQRPMAPYRPSQQGSSQQYLGQEEYYSEQYSHSQGSAEPMSQQYYPDGHGDYAYQQSSYTEQSYDRS.... Result: 1 (interaction). (5) The miRNA is hsa-miR-6890-3p with sequence CCACUGCCUAUGCCCCACAG. The protein sequence of the target gene is MAALTIATGTGNWFSALALGVTLLKCLLIPTYHSTDFEVHRNWLAITHSLPISQWYYEATSEWTLDYPPFFAWFEYILSHVAKYFDQEMLNVHNLNYSSSRTLLFQRFSVIFMDVLFVYAVRECCKCIDGKKVGKELTEKPKFILSVLLLWNFGLLIVDHIHFQYNGFLFGLMLLSIARLFQKRHMEGAFLFAVLLHFKHIYLYVAPAYGVYLLRSYCFTANKPDGSIRWKSFSFVRVISLGLVVFLVSALSLGPFLALNQLPQVFSRLFPFKRGLCHAYWAPNFWALYNALDKVLSVIG.... Result: 0 (no interaction). (6) The miRNA is mmu-miR-327 with sequence ACUUGAGGGGCAUGAGGAU. Result: 0 (no interaction). The protein sequence of the target gene is MDKVCAVFGGSRGIGRAVAQLMARKGYRLAVIARNLEGAKAAAGDLGGDHLAFSCDVAKEHDVQNTFEELEKHLGRVNFLVNAAGINRDGLLVRTKTEDMVSQLHTNLLGSMLTCKAAMRTMIQQQGGSIVNVGSIVGLKGNSGQSVYSASKGGLVGFSRALAKEVARKKIRVNVVAPGFVHTDMTKDLKEEHLKKNIPLGRFGETIEVAHAVVFLLESPYITGHVLVVDGGLQLIL. (7) The miRNA is hsa-miR-10a-5p with sequence UACCCUGUAGAUCCGAAUUUGUG. The protein sequence of the target gene is MTGYTPDEKLRLQQLRELRRRWLKDQELSPREPVLPPQKMGPMEKFWNKFLENKSPWRKMVHGVYKKSIFVFTHVLVPVWIIHYYMKYHVSEKPYGIVEKKSRIFPGDTILETGEVIPPMKEFPDQHH. Result: 1 (interaction). (8) The miRNA is hsa-miR-4796-5p with sequence UGUCUAUACUCUGUCACUUUAC. The protein sequence of the target gene is MTFAEDKTYKYIRDNHSKFCCVDVLEILPYLSCLTASDQDRLRASYRQIGNRDTLWGLFNNLQRRPGWVEVFIRALQICELPGLADQVTRVYQSYLPPGTSLRSLEPLQLPDFPAAVSGPSAFAPGHNIPDHGLRETPSCPKPVQDTQPPESPVENSEQLLQTNSGAVARMSGGSLIPSPNQQALSPQPSREHQEQEPELGGAHAANVASVPIATYGPVSPTVSFQPLPRTALRTNLLSGVTVSALSADTSLSSSSTGSAFAKGAGDQAKAATCFSTTLTNSVTTSSVPSPRLVPVKTMS.... Result: 0 (no interaction).